From a dataset of Reaction yield outcomes from USPTO patents with 853,638 reactions. Predict the reaction yield, written as a fraction of the theoretical maximum amount of product (1.0 means a 100% yield; for example, 0.34 means a 34% yield). (1) The reactants are [CH:1]([O:4][C:5]1[CH:27]=[N:26][C:8]2[N:9]([CH3:25])[C:10](=[O:24])[N:11]([CH2:14][CH2:15][CH2:16][O:17][CH:18]3[CH2:23][CH2:22][CH2:21][CH2:20][O:19]3)[C:12](=[O:13])[C:7]=2[CH:6]=1)([CH3:3])[CH3:2].[Li+].CC([N-]C(C)C)C.[CH3:36][CH:37]([CH3:41])[CH2:38][CH:39]=[O:40]. The catalyst is C1COCC1. The product is [OH:40][CH:39]([C:6]1[C:7]2[C:12](=[O:13])[N:11]([CH2:14][CH2:15][CH2:16][O:17][CH:18]3[CH2:23][CH2:22][CH2:21][CH2:20][O:19]3)[C:10](=[O:24])[N:9]([CH3:25])[C:8]=2[N:26]=[CH:27][C:5]=1[O:4][CH:1]([CH3:3])[CH3:2])[CH2:38][CH:37]([CH3:41])[CH3:36]. The yield is 0.324. (2) The reactants are I[C:2]1[CH:7]=[CH:6][C:5]([C:8]2[CH:13]=[CH:12][C:11](I)=[CH:10][CH:9]=2)=[CH:4][CH:3]=1.[NH2:15][C:16]1[C:25]2[C:20](=[CH:21][CH:22]=[CH:23][CH:24]=2)[CH:19]=[CH:18][CH:17]=1.C(=O)([O-])[O-].[K+].[K+]. The catalyst is [Cu].C1(C)C(C)=CC=CC=1. The product is [C:16]1([NH:15][C:2]2[CH:7]=[CH:6][C:5]([C:8]3[CH:13]=[CH:12][C:11]([NH:15][C:16]4[C:25]5[C:20](=[CH:21][CH:22]=[CH:23][CH:24]=5)[CH:19]=[CH:18][CH:17]=4)=[CH:10][CH:9]=3)=[CH:4][CH:3]=2)[C:25]2[C:20](=[CH:21][CH:22]=[CH:23][CH:24]=2)[CH:19]=[CH:18][CH:17]=1. The yield is 0.140. (3) The reactants are C([Sn](CCCC)(CCCC)[C:6]1[C:7]([CH:12]=[O:13])=[N:8][CH:9]=[CH:10][CH:11]=1)CCC.Br[C:23]1[CH:24]=[C:25]([CH:30]=[CH:31][CH:32]=1)[C:26]([O:28][CH3:29])=[O:27]. The catalyst is CN(C=O)C.C([O-])(O)=O.[Na+].CCOC(C)=O.Cl[Pd](Cl)([P](C1C=CC=CC=1)(C1C=CC=CC=1)C1C=CC=CC=1)[P](C1C=CC=CC=1)(C1C=CC=CC=1)C1C=CC=CC=1. The product is [CH3:29][O:28][C:26](=[O:27])[C:25]1[CH:30]=[CH:31][CH:32]=[C:23]([C:6]2[C:7]([CH:12]=[O:13])=[N:8][CH:9]=[CH:10][CH:11]=2)[CH:24]=1. The yield is 0.170. (4) The reactants are [C:1]([O:5][C:6]([N:8]1[CH2:16][CH2:15][N:14]2[C@@H:10]([CH2:11][O:12]S2(=O)=O)[CH2:9]1)=[O:7])([CH3:4])([CH3:3])[CH3:2].[C:19]1([O-])[CH:24]=[CH:23][CH:22]=[CH:21][CH:20]=1.[Na+].Cl. The catalyst is CN(C=O)C. The product is [C:1]([O:5][C:6]([N:8]1[CH2:16][CH2:15][NH:14][C@@H:10]([CH2:11][O:12][C:19]2[CH:24]=[CH:23][CH:22]=[CH:21][CH:20]=2)[CH2:9]1)=[O:7])([CH3:4])([CH3:3])[CH3:2]. The yield is 0.360. (5) The reactants are [CH3:1][N:2]1[C:7](=[O:8])[C:6]2[C:9]([C:30]3[CH:35]=[CH:34][CH:33]=[CH:32][CH:31]=3)=[C:10]([C:12]3[CH:17]=[CH:16][C:15]([C:18]4([NH:22][C:23](=[O:29])[O:24][C:25]([CH3:28])([CH3:27])[CH3:26])[CH2:21][CH2:20][CH2:19]4)=[CH:14][CH:13]=3)[O:11][C:5]=2[N:4]=[C:3]1S(C)(=O)=O.[CH2:40]([CH2:42][NH2:43])[OH:41]. The catalyst is CN(C=O)C.CCOC(C)=O.O. The product is [OH:41][CH2:40][CH2:42][NH:43][C:3]1[N:2]([CH3:1])[C:7](=[O:8])[C:6]2[C:9]([C:30]3[CH:31]=[CH:32][CH:33]=[CH:34][CH:35]=3)=[C:10]([C:12]3[CH:17]=[CH:16][C:15]([C:18]4([NH:22][C:23](=[O:29])[O:24][C:25]([CH3:28])([CH3:26])[CH3:27])[CH2:19][CH2:20][CH2:21]4)=[CH:14][CH:13]=3)[O:11][C:5]=2[N:4]=1. The yield is 0.740. (6) The reactants are FC(F)(F)C(O)=O.[Cl:8][C:9]1[C:10]([F:38])=[C:11]([CH:15]2[C:19]([C:22]3[CH:27]=[CH:26][C:25]([Cl:28])=[CH:24][C:23]=3[F:29])([C:20]#[N:21])[CH:18]([CH2:30][C:31]([CH3:34])([CH3:33])[CH3:32])[NH:17][CH:16]2[C:35](O)=[O:36])[CH:12]=[CH:13][CH:14]=1.[NH2:39][C:40]1[CH:45]=[CH:44][N:43]([CH3:46])[C:42](=[O:47])[CH:41]=1.CN(C(ON1N=NC2C=CC=NC1=2)=[N+](C)C)C.F[P-](F)(F)(F)(F)F.CCN(C(C)C)C(C)C. The catalyst is C(Cl)Cl. The product is [CH3:46][N:43]1[CH:44]=[CH:45][C:40]([NH:39][C:35]([CH:16]2[CH:15]([C:11]3[CH:12]=[CH:13][CH:14]=[C:9]([Cl:8])[C:10]=3[F:38])[C:19]([C:22]3[CH:27]=[CH:26][C:25]([Cl:28])=[CH:24][C:23]=3[F:29])([C:20]#[N:21])[CH:18]([CH2:30][C:31]([CH3:34])([CH3:33])[CH3:32])[NH:17]2)=[O:36])=[CH:41][C:42]1=[O:47]. The yield is 0.140. (7) The reactants are Cl[CH2:2][C:3]1[N:4]=[C:5]([S:8][CH2:9][CH2:10][C:11]([F:15])=[C:12]([F:14])[F:13])[O:6][CH:7]=1.[C-:16]#[N:17].[K+].C1OCCOCCOCCOCCOCCOC1.[I-].[Na+]. The catalyst is O.CN(C)C=O. The product is [C:16]([CH2:2][C:3]1[N:4]=[C:5]([S:8][CH2:9][CH2:10][C:11]([F:15])=[C:12]([F:14])[F:13])[O:6][CH:7]=1)#[N:17]. The yield is 0.156.